This data is from Peptide-MHC class II binding affinity with 134,281 pairs from IEDB. The task is: Regression. Given a peptide amino acid sequence and an MHC pseudo amino acid sequence, predict their binding affinity value. This is MHC class II binding data. (1) The peptide sequence is PWDVVPMVTQMAMTDTT. The binding affinity (normalized) is 0.268. The MHC is DRB1_0404 with pseudo-sequence DRB1_0404. (2) The peptide sequence is YDKFTANVSTVLTGK. The MHC is DRB1_0404 with pseudo-sequence DRB1_0404. The binding affinity (normalized) is 0.360. (3) The binding affinity (normalized) is 0.470. The MHC is DRB1_0301 with pseudo-sequence DRB1_0301. The peptide sequence is TNLKVQLIRMAEAEM. (4) The binding affinity (normalized) is 0.379. The peptide sequence is DKGPGFVVTGRVYCD. The MHC is HLA-DQA10102-DQB10502 with pseudo-sequence HLA-DQA10102-DQB10502. (5) The peptide sequence is DDCVAIGTGSSNIVI. The MHC is HLA-DQA10102-DQB10602 with pseudo-sequence HLA-DQA10102-DQB10602. The binding affinity (normalized) is 0.266.